Task: Binary Classification. Given a miRNA mature sequence and a target amino acid sequence, predict their likelihood of interaction.. Dataset: Experimentally validated miRNA-target interactions with 360,000+ pairs, plus equal number of negative samples (1) The miRNA is hsa-let-7c-3p with sequence CUGUACAACCUUCUAGCUUUCC. The protein sequence of the target gene is MAGPEPPMPLSRGGPGSASLSPPRGDRTLLVRHLPAELTAEEKEDLLKYFGAQSVRVLSDKGRLKHTAFATFPNEKAAIKALTRLHQLKLLGHTLVVEFAKEQDRVHSPCSTSNTEKKKRLDDTVENDKEKKEPDILTVENGIAPNHGLTFPLNSCLKYMYPPPSSTILANIVNALASVPKFYVQVLHLMNKMNLPTPFGPITARPPMYEDYMPLHAPLPPTSPQPPEEPPLPDEDEDLSSKESEYESSDEEDRQRMNRLMELANLQPKRPKTEKPRHVRKKRKIKDMLNIPSSASHSLH.... Result: 0 (no interaction). (2) The miRNA is hsa-miR-34a-5p with sequence UGGCAGUGUCUUAGCUGGUUGU. The protein sequence of the target gene is MEENESQKCEPCLPYSADRRQMQEQGKGNLHVTSPEDAECRRTKERLSNGNSRGSVSKSSRNIPRRHTLGGPRSSKEILGMQTSEMDRKREAFLEHLKQKYPHHASAIMGHQERLRDQTRSPKLSHSPQPPSLGDPVEHLSETSADSLEAMSEGDAPTPFSRGSRTRASLPVVRSTNQTKERSLGVLYLQYGDETKQLRMPNEITSADTIRALFVSAFPQQLTMKMLESPSVAIYIKDESRNVYYELNDVRNIQDRSLLKVYNKDPAHAFNHTPKTMNGDMRMQRELVYARGDGPGAPRP.... Result: 0 (no interaction). (3) The miRNA is hsa-miR-647 with sequence GUGGCUGCACUCACUUCCUUC. The protein sequence of the target gene is MAVFHDEVEIEDFQYDEDSETYFYPCPCGDNFAITKEDLENGEDVATCPSCSLIIKVIYDKDQFMCGETVPAPSTNKELVKC. Result: 0 (no interaction). (4) The miRNA is hsa-miR-615-3p with sequence UCCGAGCCUGGGUCUCCCUCUU. The protein sequence of the target gene is MNAARTGYRVFSANSTAACTELAKRITERLGAELGKSVVYQETNGETRVEIKESVRGQDIFIIQTIPRDVNTAVMELLIMAYALKTACARNIIGVIPYFPYSKQSKMRKRGSIVCKLLASMLAKAGLTHIITMDLHQKEIQGFFSFPVDNLRASPFLLQYIQEEIPNYRNAVIVAKSPDAAKRAQSYAERLRLGLAVIHGEAQCTELDMDDGRHSPPMVKNATVHPGLELPLMMAKEKPPITVVGDVGGRIAIIVDDIIDDVESFVAAAEILKERGAYKIYVMATHGILSAEAPRLIEES.... Result: 1 (interaction). (5) The miRNA is hsa-miR-6830-5p with sequence CCAAGGAAGGAGGCUGGACAUC. The protein sequence of the target gene is MSANSSRVGQLLLQGSACIRWKQDVEGAVYHLANCLLLLGFMGGSGVYGCFYLFGFLSAGYLCCVLWGWFSACGLDIVLWSFLLAVVCLLQLAHLVYRLREDTLPEEFDLLYKTLCLPLQVPLQTYKEIVHCCEEQVLTLATEQTYAVEGETPINRLSLLLSGRVRVSQDGQFLHYIFPYQFMDSPEWESLQPSEEGVFQVTLTAETSCSYISWPRKSLHLLLTKERYISCLFSALLGYDISEKLYTLNDKLFAKFGLRFDIRLPSLYHVLGPTAADAGPESEKGDEEVCEPAVSPPQAT.... Result: 0 (no interaction).